Dataset: Merck oncology drug combination screen with 23,052 pairs across 39 cell lines. Task: Regression. Given two drug SMILES strings and cell line genomic features, predict the synergy score measuring deviation from expected non-interaction effect. (1) Cell line: A375. Drug 2: Cn1cc(-c2cnn3c(N)c(Br)c(C4CCCNC4)nc23)cn1. Synergy scores: synergy=5.39. Drug 1: O=C(NOCC(O)CO)c1ccc(F)c(F)c1Nc1ccc(I)cc1F. (2) Drug 1: O=C(O)C1(Cc2cccc(Nc3nccs3)n2)CCC(Oc2cccc(Cl)c2F)CC1. Drug 2: CCc1cnn2c(NCc3ccc[n+]([O-])c3)cc(N3CCCCC3CCO)nc12. Cell line: UWB1289. Synergy scores: synergy=-2.73. (3) Drug 1: CC1(c2nc3c(C(N)=O)cccc3[nH]2)CCCN1. Drug 2: CCC1(O)C(=O)OCc2c1cc1n(c2=O)Cc2cc3c(CN(C)C)c(O)ccc3nc2-1. Cell line: OV90. Synergy scores: synergy=-8.19.